From a dataset of Forward reaction prediction with 1.9M reactions from USPTO patents (1976-2016). Predict the product of the given reaction. (1) The product is: [OH:48][CH2:47][CH2:49][NH:50][C:31](=[O:32])[NH:30][C:27]1[CH:26]=[CH:25][C:24]([C:10]2[C:11]3[CH2:16][N:15]([C:17]([O:19][C:20]([CH3:23])([CH3:22])[CH3:21])=[O:18])[CH2:14][C:12]=3[N:13]=[C:8]([N:7]3[CH2:6][CH2:5][O:4][CH2:3][C@@H:2]3[CH3:1])[N:9]=2)=[CH:29][CH:28]=1. Given the reactants [CH3:1][C@@H:2]1[N:7]([C:8]2[N:9]=[C:10]([C:24]3[CH:29]=[CH:28][C:27]([NH:30][C:31](OC4C=CC=CC=4)=[O:32])=[CH:26][CH:25]=3)[C:11]3[CH2:16][N:15]([C:17]([O:19][C:20]([CH3:23])([CH3:22])[CH3:21])=[O:18])[CH2:14][C:12]=3[N:13]=2)[CH2:6][CH2:5][O:4][CH2:3]1.CCN(CC)CC.[CH2:47]([CH2:49][NH2:50])[OH:48], predict the reaction product. (2) Given the reactants [OH:1][C:2]1([CH2:12][NH:13][C:14]([C:16]2[C:17]3[CH:18]=[CH:19][C:20](Cl)=[N:21][C:22]=3[CH:23]=[CH:24][C:25]=2[Cl:26])=[O:15])[CH2:7][CH2:6][CH2:5][CH:4]([C:8]([F:11])([F:10])[F:9])[CH2:3]1.CCN(C(C)C)C(C)C.[F:37][C@@H:38]1[CH2:42][CH2:41][NH:40][CH2:39]1, predict the reaction product. The product is: [OH:1][C:2]1([CH2:12][NH:13][C:14]([C:16]2[C:17]3[CH:18]=[CH:19][C:20]([N:40]4[CH2:41][CH2:42][C@@H:38]([F:37])[CH2:39]4)=[N:21][C:22]=3[CH:23]=[CH:24][C:25]=2[Cl:26])=[O:15])[CH2:7][CH2:6][CH2:5][CH:4]([C:8]([F:11])([F:10])[F:9])[CH2:3]1. (3) Given the reactants [F:1][C:2]1[S:6][C:5]([NH:7][C:8]2[CH:13]=[CH:12][CH:11]=[C:10]([CH3:14])[N:9]=2)=[N:4][C:3]=1[C:15]1[CH:16]=[N:17][NH:18][CH:19]=1.[O-:20][C:21]#[N:22].[K+].CC(O)=O, predict the reaction product. The product is: [F:1][C:2]1[S:6][C:5]([NH:7][C:8]2[CH:13]=[CH:12][CH:11]=[C:10]([CH3:14])[N:9]=2)=[N:4][C:3]=1[C:15]1[CH:16]=[N:17][N:18]([C:21]([NH2:22])=[O:20])[CH:19]=1. (4) Given the reactants [ClH:1].O1CCOCC1.[CH3:8][O:9][C:10]1[CH:30]=[CH:29][C:13]([C:14]([O:16][CH2:17][C:18]([NH:21]C(OC(C)(C)C)=O)([CH3:20])[CH3:19])=[O:15])=[CH:12][CH:11]=1, predict the reaction product. The product is: [ClH:1].[CH3:8][O:9][C:10]1[CH:11]=[CH:12][C:13]([C:14]([O:16][CH2:17][C:18]([NH2:21])([CH3:20])[CH3:19])=[O:15])=[CH:29][CH:30]=1.